This data is from Forward reaction prediction with 1.9M reactions from USPTO patents (1976-2016). The task is: Predict the product of the given reaction. (1) Given the reactants [CH2:1]([C:5]1[CH:11]=[CH:10][C:8]([NH2:9])=[CH:7][CH:6]=1)[CH2:2][CH2:3][CH3:4].[ClH:12].[N:13]([O-])=O.[Na+].[C:17]1([NH2:27])[C:26]2[C:21](=[CH:22][CH:23]=[CH:24][CH:25]=2)[CH:20]=[CH:19][CH:18]=1.O.O.O.C([O-])(=O)C.[Na+], predict the reaction product. The product is: [Cl-:12].[CH2:1]([C:5]1[CH:6]=[CH:7][C:8](/[N:9]=[N:27]/[C:17]2[C:26]3[C:21](=[CH:22][CH:23]=[CH:24][CH:25]=3)[C:20]([NH3+:13])=[CH:19][CH:18]=2)=[CH:10][CH:11]=1)[CH2:2][CH2:3][CH3:4]. (2) Given the reactants [Br:1][C:2]1[CH:6]=[C:5]([I:7])[S:4][C:3]=1[C:8]1[NH:12][CH:11]=[N:10][N:9]=1.C(N(CC)C(C)C)(C)C.CN(C)C=O.[CH3:27][Si:28]([CH3:35])([CH3:34])[CH2:29][CH2:30][O:31][CH2:32]Cl, predict the reaction product. The product is: [Br:1][C:2]1[CH:6]=[C:5]([I:7])[S:4][C:3]=1[C:8]1[N:12]=[CH:11][N:10]([CH2:32][O:31][CH2:30][CH2:29][Si:28]([CH3:35])([CH3:34])[CH3:27])[N:9]=1. (3) Given the reactants [Si:1]([O:8][C@H:9]1[C@H:13]2[O:14][CH2:15][C@@H:16]([O:17][C:18]3[N:40]([CH2:41][O:42][CH2:43][CH2:44][Si:45]([CH3:48])([CH3:47])[CH3:46])[C:21]4=[N:22][C:23]([C:27]5[CH:32]=[CH:31][C:30]([C@@H:33]6[CH2:38][CH2:37][C@H:36]([OH:39])[CH2:35][CH2:34]6)=[CH:29][CH:28]=5)=[C:24]([Cl:26])[CH:25]=[C:20]4[N:19]=3)[C@H:12]2[O:11][CH2:10]1)([C:4]([CH3:7])([CH3:6])[CH3:5])([CH3:3])[CH3:2].C(N(CC)CC)C.[CH3:56][S:57](Cl)(=[O:59])=[O:58], predict the reaction product. The product is: [CH3:56][S:57]([O:39][C@H:36]1[CH2:37][CH2:38][C@@H:33]([C:30]2[CH:31]=[CH:32][C:27]([C:23]3[N:22]=[C:21]4[N:40]([CH2:41][O:42][CH2:43][CH2:44][Si:45]([CH3:48])([CH3:47])[CH3:46])[C:18]([O:17][C@@H:16]5[CH2:15][O:14][C@@H:13]6[C@H:9]([O:8][Si:1]([C:4]([CH3:6])([CH3:7])[CH3:5])([CH3:3])[CH3:2])[CH2:10][O:11][C@H:12]56)=[N:19][C:20]4=[CH:25][C:24]=3[Cl:26])=[CH:28][CH:29]=2)[CH2:34][CH2:35]1)(=[O:59])=[O:58].